Dataset: Forward reaction prediction with 1.9M reactions from USPTO patents (1976-2016). Task: Predict the product of the given reaction. (1) Given the reactants [Br:1][C:2]1[CH:3]=[N:4][N:5]2[C:10](O)=[C:9]([C:12]([N:14]3[CH2:19][CH2:18][CH:17]([C:20]4[CH:25]=[CH:24][CH:23]=[CH:22][CH:21]=4)[CH2:16][CH2:15]3)=[O:13])[CH:8]=[N:7][C:6]=12.C(N(CC)C1C=CC=CC=1)C.P(Cl)(Cl)([Cl:39])=O, predict the reaction product. The product is: [Br:1][C:2]1[CH:3]=[N:4][N:5]2[C:10]([Cl:39])=[C:9]([C:12]([N:14]3[CH2:19][CH2:18][CH:17]([C:20]4[CH:25]=[CH:24][CH:23]=[CH:22][CH:21]=4)[CH2:16][CH2:15]3)=[O:13])[CH:8]=[N:7][C:6]=12. (2) Given the reactants C1C=CN=CC=1.[FH:7].[N:8]1[C:17]2[C:12](=[N:13][CH:14]=[CH:15][CH:16]=2)[CH:11]=[C:10](N)[CH:9]=1.N([O-])=O.[Na+].C(=O)([O-])O.[Na+], predict the reaction product. The product is: [F:7][C:10]1[CH:9]=[N:8][C:17]2[C:12]([CH:11]=1)=[N:13][CH:14]=[CH:15][CH:16]=2. (3) Given the reactants [CH3:1][N:2]1[CH2:7][CH2:6][N:5]([C:8]2[CH:13]=[CH:12][C:11]([NH:14][C:15]3[C:16]([C:34]([NH2:36])=[O:35])=[N:17][C:18]([C:31]([CH3:33])=[CH2:32])=[C:19]([O:21][C:22]4[CH:27]=[CH:26][CH:25]=[C:24]([N+:28]([O-])=O)[CH:23]=4)[N:20]=3)=[CH:10][CH:9]=2)[CH2:4][CH2:3]1.C(O)C, predict the reaction product. The product is: [NH2:28][C:24]1[CH:23]=[C:22]([CH:27]=[CH:26][CH:25]=1)[O:21][C:19]1[N:20]=[C:15]([NH:14][C:11]2[CH:10]=[CH:9][C:8]([N:5]3[CH2:4][CH2:3][N:2]([CH3:1])[CH2:7][CH2:6]3)=[CH:13][CH:12]=2)[C:16]([C:34]([NH2:36])=[O:35])=[N:17][C:18]=1[CH:31]([CH3:32])[CH3:33]. (4) Given the reactants [C:1]([N:8]([CH2:16][C:17]1[CH:26]=[CH:25][C:20]([C:21]([O:23]C)=[O:22])=[CH:19][CH:18]=1)[CH2:9][C:10]1[CH:15]=[CH:14][CH:13]=[CH:12][N:11]=1)([O:3][C:4]([CH3:7])([CH3:6])[CH3:5])=[O:2].CO.[OH-].[Na+], predict the reaction product. The product is: [C:1]([N:8]([CH2:16][C:17]1[CH:18]=[CH:19][C:20]([C:21]([OH:23])=[O:22])=[CH:25][CH:26]=1)[CH2:9][C:10]1[CH:15]=[CH:14][CH:13]=[CH:12][N:11]=1)([O:3][C:4]([CH3:7])([CH3:6])[CH3:5])=[O:2].